From a dataset of Reaction yield outcomes from USPTO patents with 853,638 reactions. Predict the reaction yield, written as a fraction of the theoretical maximum amount of product (1.0 means a 100% yield; for example, 0.34 means a 34% yield). (1) The reactants are [CH:1]1[NH:2][CH:3]=[C:4]2[C:9]=1[CH:8]=[CH:7][CH:6]=[CH:5]2.CCN(CC)CC.[CH3:17][C:18]([O:21][C:22](O[C:22]([O:21][C:18]([CH3:20])([CH3:19])[CH3:17])=[O:23])=[O:23])([CH3:20])[CH3:19]. The catalyst is C(Cl)Cl. The product is [CH2:1]1[CH:9]2[CH:4]([CH2:5][CH:6]=[CH:7][CH2:8]2)[CH2:3][N:2]1[C:22]([O:21][C:18]([CH3:20])([CH3:19])[CH3:17])=[O:23]. The yield is 0.773. (2) The reactants are [Li+].[OH-].C([O:5][C:6]([C:8]12[CH2:25][CH:24]1[CH:23]=[CH:22][CH2:21][CH2:20][CH2:19][CH2:18][N:17]([CH3:26])[C:16](=[O:27])[CH:15]1[CH:11]([CH2:12][CH:13]([O:28][C:29]3[C:38]4[C:33](=[C:34]([CH3:41])[C:35]([O:39][CH3:40])=[CH:36][CH:37]=4)[N:32]=[C:31]([C:42]4[N:43]=[C:44]([CH:47]5[CH2:52][CH2:51][CH2:50][CH2:49][CH2:48]5)[S:45][CH:46]=4)[CH:30]=3)[CH2:14]1)[C:10](=[O:53])[NH:9]2)=[O:7])C. The catalyst is CO.C1COCC1.O. The product is [CH:47]1([C:44]2[S:45][CH:46]=[C:42]([C:31]3[CH:30]=[C:29]([O:28][CH:13]4[CH2:12][CH:11]5[CH:15]([C:16](=[O:27])[N:17]([CH3:26])[CH2:18][CH2:19][CH2:20][CH2:21][CH:22]=[CH:23][CH:24]6[C:8]([C:6]([OH:7])=[O:5])([NH:9][C:10]5=[O:53])[CH2:25]6)[CH2:14]4)[C:38]4[C:33](=[C:34]([CH3:41])[C:35]([O:39][CH3:40])=[CH:36][CH:37]=4)[N:32]=3)[N:43]=2)[CH2:48][CH2:49][CH2:50][CH2:51][CH2:52]1. The yield is 0.950. (3) The reactants are [Br:1][C:2]1[CH:8]=[C:7]([F:9])[CH:6]=[C:5]([N+:10]([O-])=O)[C:3]=1[NH2:4].Cl[Sn]Cl. The catalyst is CCO. The product is [Br:1][C:2]1[CH:8]=[C:7]([F:9])[CH:6]=[C:5]([NH2:10])[C:3]=1[NH2:4]. The yield is 1.00. (4) The reactants are C([O:3][C:4](=[O:30])[CH2:5][C@H:6]1[C:14]2[C:9](=[CH:10][C:11]([O:15][CH2:16][CH2:17][CH2:18][O:19][C:20]3[CH:29]=[CH:28][C:23]4[C:24]([CH3:27])=[CH:25][O:26][C:22]=4[CH:21]=3)=[CH:12][CH:13]=2)[CH2:8][CH2:7]1)C.O[Li].O. The catalyst is C1COCC1.O. The product is [CH3:27][C:24]1[C:23]2[CH:28]=[CH:29][C:20]([O:19][CH2:18][CH2:17][CH2:16][O:15][C:11]3[CH:10]=[C:9]4[C:14](=[CH:13][CH:12]=3)[C@H:6]([CH2:5][C:4]([OH:30])=[O:3])[CH2:7][CH2:8]4)=[CH:21][C:22]=2[O:26][CH:25]=1. The yield is 0.220. (5) The reactants are [CH3:1][CH:2]1[CH:6]2[C:7]([O:9][CH:10]=[C:11]([CH3:12])[CH:5]2[CH2:4][CH2:3]1)=[O:8].[OH-:13].[Na+]. The catalyst is O1CCCC1. The product is [CH3:1][C@@H:2]1[C@@H:6]([C:7]([OH:13])=[O:8])[C@@H:5]([C@H:11]([CH:10]=[O:9])[CH3:12])[CH2:4][CH2:3]1. The yield is 0.690. (6) The reactants are Cl[CH:2]([C:7]1[O:8][C:9]2[CH:16]=[CH:15][C:14]([O:17][CH3:18])=[CH:13][C:10]=2[C:11]=1[CH3:12])[CH2:3][CH:4]([CH3:6])[CH3:5].[NH2:19][C:20]1[CH:25]=[CH:24][C:23]([C:26]([N:28]([CH3:36])[CH2:29][CH2:30][C:31]([O:33][CH2:34][CH3:35])=[O:32])=[O:27])=[CH:22][CH:21]=1.[I-].[Na+].C(=O)([O-])[O-].[Na+].[Na+].Cl. The catalyst is CN(C)C=O. The product is [CH3:18][O:17][C:14]1[CH:15]=[CH:16][C:9]2[O:8][C:7]([CH:2]([NH:19][C:20]3[CH:21]=[CH:22][C:23]([C:26]([N:28]([CH3:36])[CH2:29][CH2:30][C:31]([O:33][CH2:34][CH3:35])=[O:32])=[O:27])=[CH:24][CH:25]=3)[CH2:3][CH:4]([CH3:6])[CH3:5])=[C:11]([CH3:12])[C:10]=2[CH:13]=1. The yield is 0.510. (7) The reactants are [H-].[Na+].[C:3]([O:7][C:8]([N:10]([CH2:18][CH2:19][C:20]#[N:21])[C:11]([CH3:17])([CH3:16])[C:12]([O:14]C)=O)=[O:9])([CH3:6])([CH3:5])[CH3:4]. The catalyst is O1CCOCC1. The product is [C:20]([CH:19]1[CH2:18][N:10]([C:8]([O:7][C:3]([CH3:4])([CH3:5])[CH3:6])=[O:9])[C:11]([CH3:17])([CH3:16])[C:12]1=[O:14])#[N:21]. The yield is 0.790. (8) The yield is 0.490. The catalyst is CC(C)=O. The reactants are CI.[CH3:3][O:4][C:5]([C:7]1[CH:15]=[C:14]2[C:10]([CH:11]=[CH:12][NH:13]2)=[C:9]([OH:16])[CH:8]=1)=[O:6].[C:17](=O)([O-])[O-].[K+].[K+]. The product is [CH3:3][O:4][C:5]([C:7]1[CH:15]=[C:14]2[C:10]([CH:11]=[CH:12][NH:13]2)=[C:9]([O:16][CH3:17])[CH:8]=1)=[O:6]. (9) The reactants are [F:1][C:2]1[CH:3]=[C:4]([C:8]2[C:12]([CH2:13]O)=[C:11]([CH3:15])[O:10][N:9]=2)[CH:5]=[CH:6][CH:7]=1.[C:16]1(=[O:26])[NH:20][C:19](=[O:21])[C:18]2=[CH:22][CH:23]=[CH:24][CH:25]=[C:17]12.C1(P(C2C=CC=CC=2)C2C=CC=CC=2)C=CC=CC=1.N(C(OCC)=O)=NC(OCC)=O. The catalyst is C1COCC1. The product is [F:1][C:2]1[CH:3]=[C:4]([C:8]2[C:12]([CH2:13][N:20]3[C:16](=[O:26])[C:17]4[C:18](=[CH:22][CH:23]=[CH:24][CH:25]=4)[C:19]3=[O:21])=[C:11]([CH3:15])[O:10][N:9]=2)[CH:5]=[CH:6][CH:7]=1. The yield is 0.660. (10) The reactants are [Cl:1][C:2]1[CH:3]=[C:4]([C:24]#[C:25][CH2:26][N:27]([CH3:29])[CH3:28])[CH:5]=[C:6]2[C:10]=1[C:9](=[O:11])[N:8]([CH2:12][C:13]1[CH:18]=[CH:17][C:16]([O:19][C:20]([F:23])([F:22])[F:21])=[CH:15][CH:14]=1)[CH2:7]2.[H][H].C(Cl)(Cl)Cl.CO. The catalyst is C(O)C.[C].[Pd]. The product is [Cl:1][C:2]1[CH:3]=[C:4]([CH2:24][CH2:25][CH2:26][N:27]([CH3:29])[CH3:28])[CH:5]=[C:6]2[C:10]=1[C:9](=[O:11])[N:8]([CH2:12][C:13]1[CH:14]=[CH:15][C:16]([O:19][C:20]([F:21])([F:22])[F:23])=[CH:17][CH:18]=1)[CH2:7]2. The yield is 0.500.